Dataset: Retrosynthesis with 50K atom-mapped reactions and 10 reaction types from USPTO. Task: Predict the reactants needed to synthesize the given product. (1) Given the product COC(=O)Nc1cnc2ccc(Sc3ccccn3)cn12, predict the reactants needed to synthesize it. The reactants are: COC(=O)Cl.Nc1cnc2ccc(Sc3ccccn3)cn12. (2) Given the product CCCN(CCC)CCc1ccc(N)c(O)c1, predict the reactants needed to synthesize it. The reactants are: CCCN(CCC)CCc1ccc(N)c(OCc2ccccc2)c1. (3) Given the product O=C(NCc1ccc(CN(Cc2nc3ccccc3[nH]2)C2CCCc3cccnc32)cc1)c1ccccn1, predict the reactants needed to synthesize it. The reactants are: O=C(NCc1ccc(CNC2CCCc3cccnc32)cc1)c1ccccn1.O=Cc1nc2ccccc2[nH]1. (4) The reactants are: CC(=O)OC(C)=O.CC1(C)CC(N)C(=O)Nc2cc([N+](=O)[O-])ccc21. Given the product CC(=O)NC1CC(C)(C)c2ccc([N+](=O)[O-])cc2NC1=O, predict the reactants needed to synthesize it. (5) Given the product CCOC(=O)C(=O)c1csc(NC(=S)NC)n1, predict the reactants needed to synthesize it. The reactants are: CCOC(=O)C(=O)c1csc(N)n1.CN=C=S. (6) Given the product O=C(O)CCN(CC(=O)N1CCc2cc(OCc3cc(-c4ccccc4)c(C(F)(F)F)s3)ccc21)C1CC1, predict the reactants needed to synthesize it. The reactants are: CCOC(=O)CCN(CC(=O)N1CCc2cc(OCc3cc(-c4ccccc4)c(C(F)(F)F)s3)ccc21)C1CC1. (7) Given the product CN(C)CC1CCN(C(=O)Nc2cc(Oc3ccc(NC(=O)NC(=O)Cc4ccc(F)cc4)cc3)ccn2)CC1, predict the reactants needed to synthesize it. The reactants are: CN(C)CC1CCN(C(=O)Nc2cc(Oc3ccc(N)cc3)ccn2)CC1.O=C=NC(=O)Cc1ccc(F)cc1. (8) The reactants are: COc1cc2nccc(Cl)c2cc1OC.Cc1ccc(O)c([N+](=O)[O-])n1. Given the product COc1cc2nccc(Oc3ccc(C)nc3[N+](=O)[O-])c2cc1OC, predict the reactants needed to synthesize it. (9) Given the product CCn1cc(C(=O)O)c(=O)c2cc(F)c(N3CCNC(CN4CCN(C)CC4)C3)cc21, predict the reactants needed to synthesize it. The reactants are: CCn1cc(C(=O)O)c(=O)c2cc(F)c(Cl)cc21.CN1CCN(CC2CNCCN2)CC1. (10) Given the product CCOCCNC(=O)c1ccc(CN2C(=O)C3(COc4cc5c(cc43)CCO5)c3ccccc32)cc1, predict the reactants needed to synthesize it. The reactants are: CCOCCN.O=C(O)c1ccc(CN2C(=O)C3(COc4cc5c(cc43)CCO5)c3ccccc32)cc1.